Dataset: Forward reaction prediction with 1.9M reactions from USPTO patents (1976-2016). Task: Predict the product of the given reaction. (1) Given the reactants [CH3:1][Si:2]([CH3:25])([CH3:24])[CH2:3][CH2:4][O:5][CH2:6][O:7][N:8]=[CH:9][CH2:10][C:11]1[C:16]([C:17](OC)=[O:18])=[N:15][CH:14]=[C:13]2[NH:21][CH:22]=[CH:23][C:12]=12.C([BH3-])#N.[Na+].CO.C(Cl)Cl, predict the reaction product. The product is: [CH3:1][Si:2]([CH3:25])([CH3:24])[CH2:3][CH2:4][O:5][CH2:6][O:7][N:8]1[C:17](=[O:18])[C:16]2[N:15]=[CH:14][C:13]3[NH:21][CH:22]=[CH:23][C:12]=3[C:11]=2[CH2:10][CH2:9]1. (2) Given the reactants [CH3:1][NH:2][CH2:3][C:4]1[CH:9]=[CH:8][CH:7]=[CH:6][CH:5]=1.C(O)(=O)C.O=[C:15]1[CH2:18][N:17]([C:19]([O:21][C:22]([CH3:25])([CH3:24])[CH3:23])=[O:20])[CH2:16]1.[C-:26]#[N:27].[Na+], predict the reaction product. The product is: [CH2:3]([N:2]([CH3:1])[C:15]1([C:26]#[N:27])[CH2:18][N:17]([C:19]([O:21][C:22]([CH3:25])([CH3:24])[CH3:23])=[O:20])[CH2:16]1)[C:4]1[CH:9]=[CH:8][CH:7]=[CH:6][CH:5]=1. (3) Given the reactants [C:1]([CH2:3][C:4]([OH:6])=O)#N.[Cl:7][C:8]1[CH:15]=[CH:14][CH:13]=[CH:12][C:9]=1C=O.[C:16]([O-])(=O)C.[NH4+:20].[OH2:21], predict the reaction product. The product is: [C:16]([C:3](=[CH:1][C:13]1[CH:14]=[CH:15][C:8]([Cl:7])=[CH:9][CH:12]=1)[C:4]([OH:6])=[O:21])#[N:20]. (4) Given the reactants [C:1]([CH:3]=[C:4]1[CH2:9][CH2:8][N:7](C(OC(C)(C)C)=O)[CH2:6][CH2:5]1)#[N:2].[F:17][C:18]([F:23])([F:22])[C:19]([OH:21])=[O:20], predict the reaction product. The product is: [OH:21][C:19]([C:18]([F:23])([F:22])[F:17])=[O:20].[NH:7]1[CH2:8][CH2:9][C:4](=[CH:3][C:1]#[N:2])[CH2:5][CH2:6]1. (5) Given the reactants [OH:1][C:2]1[CH:3]=[CH:4][C:5]2[C:10](=[O:11])[O:9][C:8]([CH3:13])([CH3:12])[O:7][C:6]=2[CH:14]=1.CC1C=CC(S(O[CH2:26][CH2:27][O:28][CH2:29][CH2:30][O:31][CH3:32])(=O)=O)=CC=1.C([O-])([O-])=O.[K+].[K+], predict the reaction product. The product is: [CH3:32][O:31][CH2:30][CH2:29][O:28][CH2:27][CH2:26][O:1][C:2]1[CH:3]=[CH:4][C:5]2[C:10](=[O:11])[O:9][C:8]([CH3:12])([CH3:13])[O:7][C:6]=2[CH:14]=1. (6) Given the reactants [CH3:1][N:2]1[CH:6]=[C:5]([C:7]2[CH:8]=[C:9]([C:13]3[N:18]=[CH:17][C:16]([C:19]4[CH:20]=[N:21][NH:22][CH:23]=4)=[CH:15][N:14]=3)[CH:10]=[CH:11][CH:12]=2)[CH:4]=[N:3]1.[H-].[Na+].Cl[CH2:27][CH2:28][CH2:29][O:30][CH3:31], predict the reaction product. The product is: [CH3:31][O:30][CH2:29][CH2:28][CH2:27][N:21]1[CH:20]=[C:19]([C:16]2[CH:17]=[N:18][C:13]([C:9]3[CH:10]=[CH:11][CH:12]=[C:7]([C:5]4[CH:4]=[N:3][N:2]([CH3:1])[CH:6]=4)[CH:8]=3)=[N:14][CH:15]=2)[CH:23]=[N:22]1. (7) Given the reactants [CH2:1]([O:3][C:4]1[C:5]([F:25])=[C:6]([CH:22]=[CH:23][CH:24]=1)[O:7][C:8]1[CH2:12][N:11]([C@@H:13]([CH2:17][CH:18]([CH3:20])[CH3:19])[C:14]([OH:16])=O)[C:10](=[O:21])[CH:9]=1)[CH3:2].Cl.[OH:27][C@@H:28]([CH2:58]O)[CH2:29][N:30]1[CH:34]=[CH:33][C:32]([NH:35]C(=O)[C@@H](N2CC(OC3C=CC=C(Cl)C=3Cl)=CC2=O)CC(C)C)=[N:31]1.F[P-](F)(F)(F)(F)F.N1(O[P+](N(C)C)(N(C)C)N(C)C)C2C=CC=C[C:70]=2N=N1.C(N(CC)C(C)C)(C)C, predict the reaction product. The product is: [OH:27][C:28]([CH3:58])([CH3:70])[CH2:29][N:30]1[CH:34]=[CH:33][C:32]([NH:35][C:14](=[O:16])[C@@H:13]([N:11]2[CH2:12][C:8]([O:7][C:6]3[CH:22]=[CH:23][CH:24]=[C:4]([O:3][CH2:1][CH3:2])[C:5]=3[F:25])=[CH:9][C:10]2=[O:21])[CH2:17][CH:18]([CH3:20])[CH3:19])=[N:31]1.